From a dataset of NCI-60 drug combinations with 297,098 pairs across 59 cell lines. Regression. Given two drug SMILES strings and cell line genomic features, predict the synergy score measuring deviation from expected non-interaction effect. (1) Drug 1: CNC(=O)C1=NC=CC(=C1)OC2=CC=C(C=C2)NC(=O)NC3=CC(=C(C=C3)Cl)C(F)(F)F. Drug 2: CC(C)(C#N)C1=CC(=CC(=C1)CN2C=NC=N2)C(C)(C)C#N. Cell line: MDA-MB-435. Synergy scores: CSS=-0.767, Synergy_ZIP=-2.14, Synergy_Bliss=-4.04, Synergy_Loewe=-6.24, Synergy_HSA=-4.93. (2) Drug 1: CC1CCC2CC(C(=CC=CC=CC(CC(C(=O)C(C(C(=CC(C(=O)CC(OC(=O)C3CCCCN3C(=O)C(=O)C1(O2)O)C(C)CC4CCC(C(C4)OC)OCCO)C)C)O)OC)C)C)C)OC. Drug 2: CC12CCC3C(C1CCC2O)C(CC4=C3C=CC(=C4)O)CCCCCCCCCS(=O)CCCC(C(F)(F)F)(F)F. Cell line: COLO 205. Synergy scores: CSS=23.8, Synergy_ZIP=7.98, Synergy_Bliss=14.9, Synergy_Loewe=16.2, Synergy_HSA=13.5. (3) Drug 1: CC1C(C(CC(O1)OC2CC(CC3=C2C(=C4C(=C3O)C(=O)C5=C(C4=O)C(=CC=C5)OC)O)(C(=O)CO)O)N)O.Cl. Drug 2: C1CNP(=O)(OC1)N(CCCl)CCCl. Cell line: TK-10. Synergy scores: CSS=2.98, Synergy_ZIP=4.22, Synergy_Bliss=-1.77, Synergy_Loewe=3.27, Synergy_HSA=-1.45. (4) Drug 1: C1CN1C2=NC(=NC(=N2)N3CC3)N4CC4. Drug 2: C1CN(P(=O)(OC1)NCCCl)CCCl. Cell line: U251. Synergy scores: CSS=33.7, Synergy_ZIP=-0.377, Synergy_Bliss=-0.925, Synergy_Loewe=-36.4, Synergy_HSA=-2.96. (5) Drug 1: C1=CC=C(C(=C1)C(C2=CC=C(C=C2)Cl)C(Cl)Cl)Cl. Drug 2: C1=CN(C=N1)CC(O)(P(=O)(O)O)P(=O)(O)O. Cell line: HCT116. Synergy scores: CSS=2.33, Synergy_ZIP=-6.31, Synergy_Bliss=-13.9, Synergy_Loewe=-12.4, Synergy_HSA=-12.0. (6) Drug 1: CC1=C(C=C(C=C1)NC2=NC=CC(=N2)N(C)C3=CC4=NN(C(=C4C=C3)C)C)S(=O)(=O)N.Cl. Drug 2: C1=NC2=C(N=C(N=C2N1C3C(C(C(O3)CO)O)O)F)N. Cell line: SK-MEL-28. Synergy scores: CSS=-2.75, Synergy_ZIP=-2.14, Synergy_Bliss=-2.33, Synergy_Loewe=-10.4, Synergy_HSA=-5.06. (7) Drug 1: C1=CC(=CC=C1CCC2=CNC3=C2C(=O)NC(=N3)N)C(=O)NC(CCC(=O)O)C(=O)O. Drug 2: CC12CCC3C(C1CCC2OP(=O)(O)O)CCC4=C3C=CC(=C4)OC(=O)N(CCCl)CCCl.[Na+]. Cell line: OVCAR-8. Synergy scores: CSS=22.9, Synergy_ZIP=13.6, Synergy_Bliss=9.11, Synergy_Loewe=-10.4, Synergy_HSA=9.96.